Dataset: Full USPTO retrosynthesis dataset with 1.9M reactions from patents (1976-2016). Task: Predict the reactants needed to synthesize the given product. (1) Given the product [I:10][C:5]1[CH:4]=[C:3]([C:2]([F:1])([F:11])[F:12])[CH:9]=[CH:8][C:6]=1[NH:7][S:23]([C:20]1[CH:21]=[CH:22][C:17]2[O:16][CH2:15][C:14]([CH3:13])([CH3:27])[C:18]=2[CH:19]=1)(=[O:24])=[O:25], predict the reactants needed to synthesize it. The reactants are: [F:1][C:2]([F:12])([F:11])[C:3]1[CH:9]=[CH:8][C:6]([NH2:7])=[C:5]([I:10])[CH:4]=1.[CH3:13][C:14]1([CH3:27])[C:18]2[CH:19]=[C:20]([S:23](Cl)(=[O:25])=[O:24])[CH:21]=[CH:22][C:17]=2[O:16][CH2:15]1. (2) Given the product [NH2:1][C:2]1[CH:3]=[C:4]([CH:14]=[C:15]([C:17]([F:20])([F:18])[F:19])[CH:16]=1)[CH2:5][N:7]1[CH2:8][CH2:9][CH:10]([OH:13])[CH2:11][CH2:12]1, predict the reactants needed to synthesize it. The reactants are: [NH2:1][C:2]1[CH:3]=[C:4]([CH:14]=[C:15]([C:17]([F:20])([F:19])[F:18])[CH:16]=1)[C:5]([N:7]1[CH2:12][CH2:11][CH:10]([OH:13])[CH2:9][CH2:8]1)=O.CSC.B.O1CCCC1.Cl.[OH-].[Na+]. (3) Given the product [I-:10].[CH3:9][N+:2]1([CH3:1])[CH:7]2[CH2:6][CH2:5][CH:4]1[CH2:3][C:14](=[O:13])[CH2:15]2, predict the reactants needed to synthesize it. The reactants are: [CH3:1][N:2]1[CH2:7][CH2:6][CH2:5][CH2:4][C:3]1=O.[CH3:9][I:10].CC[O:13][CH2:14][CH3:15].